This data is from Peptide-MHC class II binding affinity with 134,281 pairs from IEDB. The task is: Regression. Given a peptide amino acid sequence and an MHC pseudo amino acid sequence, predict their binding affinity value. This is MHC class II binding data. (1) The peptide sequence is AASLRKAGKSVVVLNK. The MHC is DRB1_0701 with pseudo-sequence DRB1_0701. The binding affinity (normalized) is 0.756. (2) The peptide sequence is MDCIIFESASKARLP. The MHC is DRB1_0802 with pseudo-sequence DRB1_0802. The binding affinity (normalized) is 0.601. (3) The peptide sequence is YLAILVKYVDGDGDV. The MHC is DRB1_0401 with pseudo-sequence DRB1_0401. The binding affinity (normalized) is 0.140.